This data is from Full USPTO retrosynthesis dataset with 1.9M reactions from patents (1976-2016). The task is: Predict the reactants needed to synthesize the given product. (1) The reactants are: [I:1]I.[CH2:3]([NH:5][C:6](=[O:23])[C:7]1[CH:12]=[CH:11][C:10]([CH3:13])=[C:9]([C:14]2[CH:22]=[C:21]3[C:17]([CH:18]=[N:19][NH:20]3)=[CH:16][CH:15]=2)[CH:8]=1)[CH3:4].S(=O)(O)[O-].[Na+].C(O)(=O)CC(CC(O)=O)(C(O)=O)O. Given the product [CH2:3]([NH:5][C:6](=[O:23])[C:7]1[CH:12]=[CH:11][C:10]([CH3:13])=[C:9]([C:14]2[CH:22]=[C:21]3[C:17]([C:18]([I:1])=[N:19][NH:20]3)=[CH:16][CH:15]=2)[CH:8]=1)[CH3:4], predict the reactants needed to synthesize it. (2) The reactants are: C(=O)([O-])O.[Na+].S([O-])([O-])=O.[Na+].[Na+].[Br:12][C:13]1[CH:18]=[C:17]([F:19])[CH:16]=[CH:15][C:14]=1[S:20](Cl)(=[O:22])=[O:21].[CH3:24]I. Given the product [Br:12][C:13]1[CH:18]=[C:17]([F:19])[CH:16]=[CH:15][C:14]=1[S:20]([CH3:24])(=[O:22])=[O:21], predict the reactants needed to synthesize it. (3) Given the product [Cl:1][C:2]1[CH:3]=[C:4]([S:9]([CH:12]2[CH2:17][CH2:16][N:15]([C:19]3[CH:28]=[CH:27][C:26]4[C:21](=[CH:22][CH:23]=[CH:24][CH:25]=4)[N:20]=3)[CH2:14][CH2:13]2)(=[O:11])=[O:10])[CH:5]=[CH:6][C:7]=1[Cl:8], predict the reactants needed to synthesize it. The reactants are: [Cl:1][C:2]1[CH:3]=[C:4]([S:9]([CH:12]2[CH2:17][CH2:16][NH:15][CH2:14][CH2:13]2)(=[O:11])=[O:10])[CH:5]=[CH:6][C:7]=1[Cl:8].Cl[C:19]1[CH:28]=[CH:27][C:26]2[C:21](=[CH:22][CH:23]=[CH:24][CH:25]=2)[N:20]=1. (4) Given the product [CH3:1][O:2][C:3]1[CH:8]=[C:7]([O:9][CH3:10])[CH:6]=[CH:5][C:4]=1[NH:11][C:12]([NH:14][C:15]1[C:23]2[N:22]=[CH:21][N:20]([CH3:24])[C:19]=2[CH:18]=[CH:17][CH:16]=1)=[S:13], predict the reactants needed to synthesize it. The reactants are: [CH3:1][O:2][C:3]1[CH:8]=[C:7]([O:9][CH3:10])[CH:6]=[CH:5][C:4]=1[N:11]=[C:12]=[S:13].[NH2:14][C:15]1[C:23]2[N:22]=[CH:21][N:20]([CH3:24])[C:19]=2[CH:18]=[CH:17][CH:16]=1.COC1C=CN=CC=1NC(NC1C2N=CN(C)C=2C=CC=1)=S. (5) Given the product [F:26][C:27]([F:35])([F:36])[C@H:28]1[CH2:29][CH2:30][C@H:31]([NH:34][C:14](=[O:16])[C:13]2[CH:17]=[C:18]([NH2:24])[C:19]([N+:21]([O-:23])=[O:22])=[CH:20][C:12]=2[O:11][CH:10]([F:9])[F:25])[CH2:32][CH2:33]1, predict the reactants needed to synthesize it. The reactants are: ClC(N(C)C)=C(C)C.[F:9][CH:10]([F:25])[O:11][C:12]1[CH:20]=[C:19]([N+:21]([O-:23])=[O:22])[C:18]([NH2:24])=[CH:17][C:13]=1[C:14]([OH:16])=O.[F:26][C:27]([F:36])([F:35])[C@H:28]1[CH2:33][CH2:32][C@H:31]([NH2:34])[CH2:30][CH2:29]1.N1C=CC=CC=1. (6) Given the product [F:33][C:10]1[CH:11]=[C:12]([CH:15]([OH:32])[CH2:16][N:17]2[CH2:18][CH2:19][C:20]([C:24]3[CH:25]=[N:26][C:27]([O:30][CH3:31])=[CH:28][CH:29]=3)([OH:23])[CH2:21][CH2:22]2)[CH:13]=[CH:14][C:9]=1[OH:8], predict the reactants needed to synthesize it. The reactants are: C([O:8][C:9]1[CH:14]=[CH:13][C:12]([CH:15]([OH:32])[CH2:16][N:17]2[CH2:22][CH2:21][C:20]([C:24]3[CH:25]=[N:26][C:27]([O:30][CH3:31])=[CH:28][CH:29]=3)([OH:23])[CH2:19][CH2:18]2)=[CH:11][C:10]=1[F:33])C1C=CC=CC=1. (7) Given the product [NH:1]1[CH2:5][CH2:4][N:3]=[C:2]1[CH2:6][CH:7]([C:14]1[CH:15]=[C:16]([CH:19]=[CH:20][CH:21]=1)[CH:17]=[N:28][NH:27][C:22](=[O:26])[CH:23]([CH3:25])[CH3:24])[C:8]1[CH:13]=[CH:12][CH:11]=[CH:10][N:9]=1, predict the reactants needed to synthesize it. The reactants are: [NH:1]1[CH2:5][CH2:4][N:3]=[C:2]1[CH2:6][CH:7]([C:14]1[CH:15]=[C:16]([CH:19]=[CH:20][CH:21]=1)[CH:17]=O)[C:8]1[CH:13]=[CH:12][CH:11]=[CH:10][N:9]=1.[C:22]([NH:27][NH2:28])(=[O:26])[CH:23]([CH3:25])[CH3:24].